From a dataset of Full USPTO retrosynthesis dataset with 1.9M reactions from patents (1976-2016). Predict the reactants needed to synthesize the given product. Given the product [C:1]([N:9]([CH2:24][CH2:25][CH:26]([C:27]1[CH:28]=[CH:29][CH:30]=[CH:31][CH:32]=1)[C:33]1[CH:38]=[CH:37][CH:36]=[CH:35][CH:34]=1)[CH2:10][CH2:11][CH2:12][C:13]1[CH:14]=[C:15]([CH:21]=[CH:22][CH:23]=1)[O:16][CH2:17][C:18]([O-:20])=[O:19])(=[O:8])[C:2]1[CH:3]=[CH:4][CH:5]=[CH:6][CH:7]=1.[Na+:40], predict the reactants needed to synthesize it. The reactants are: [C:1]([N:9]([CH2:24][CH2:25][CH:26]([C:33]1[CH:38]=[CH:37][CH:36]=[CH:35][CH:34]=1)[C:27]1[CH:32]=[CH:31][CH:30]=[CH:29][CH:28]=1)[CH2:10][CH2:11][CH2:12][C:13]1[CH:14]=[C:15]([CH:21]=[CH:22][CH:23]=1)[O:16][CH2:17][C:18]([OH:20])=[O:19])(=[O:8])[C:2]1[CH:7]=[CH:6][CH:5]=[CH:4][CH:3]=1.[OH-].[Na+:40].